Task: Predict the product of the given reaction.. Dataset: Forward reaction prediction with 1.9M reactions from USPTO patents (1976-2016) (1) Given the reactants [N:1]1[C:5]2[C:6]3[CH:12]=[CH:11][S:10][C:7]=3[CH2:8][CH2:9][C:4]=2[S:3][C:2]=1[NH2:13].[C:14]1([S:20](Cl)(=[O:22])=[O:21])[CH:19]=[CH:18][CH:17]=[CH:16][CH:15]=1, predict the reaction product. The product is: [N:1]1[C:5]2[C:6]3[CH:12]=[CH:11][S:10][C:7]=3[CH2:8][CH2:9][C:4]=2[S:3][C:2]=1[NH:13][S:20]([C:14]1[CH:19]=[CH:18][CH:17]=[CH:16][CH:15]=1)(=[O:22])=[O:21]. (2) Given the reactants Br[C:2]1[CH:3]=[N:4][CH:5]=[C:6]([Br:15])[C:7]=1[CH2:8][CH2:9][C:10]([O:12]CC)=O.[Li]CCCC, predict the reaction product. The product is: [Br:15][C:6]1[C:7]2[CH2:8][CH2:9][C:10](=[O:12])[C:2]=2[CH:3]=[N:4][CH:5]=1. (3) Given the reactants [OH:1][C:2]1[CH:3]=[C:4]([C:13]([C:16]2[CH:17]=[C:18]([NH:22][C:23]([C:25]3[NH:26][C:27]4[C:32]([CH:33]=3)=[CH:31][CH:30]=[C:29]([NH:34][S:35]([CH3:38])(=[O:37])=[O:36])[CH:28]=4)=[O:24])[CH:19]=[CH:20][CH:21]=2)([CH3:15])[CH3:14])[CH:5]=[C:6]([O:8][C:9]([F:12])([F:11])[F:10])[CH:7]=1.[C:39]([O-])([O-])=O.[K+].[K+].I[CH2:46][C:47]([NH2:49])=[O:48].O.C[N:52]([CH:54]=[O:55])C, predict the reaction product. The product is: [NH2:49][C:47](=[O:48])[CH2:46][N:34]([C:29]1[CH:28]=[C:27]2[C:32]([CH:33]=[C:25]([C:23]([NH:22][C:18]3[CH:19]=[CH:20][CH:21]=[C:16]([C:13]([C:4]4[CH:5]=[C:6]([O:8][C:9]([F:10])([F:12])[F:11])[CH:7]=[C:2]([OH:1])[CH:3]=4)([CH3:15])[CH3:14])[CH:17]=3)=[O:24])[NH:26]2)=[CH:31][CH:30]=1)[S:35]([CH3:38])(=[O:36])=[O:37].[NH2:49][C:47](=[O:48])[CH2:46][O:1][C:2]1[CH:3]=[C:4]([C:13]([C:16]2[CH:17]=[C:18]([NH:22][C:23]([C:25]3[NH:26][C:27]4[C:32]([CH:33]=3)=[CH:31][CH:30]=[C:29]([N:34]([CH2:39][C:54]([NH2:52])=[O:55])[S:35]([CH3:38])(=[O:36])=[O:37])[CH:28]=4)=[O:24])[CH:19]=[CH:20][CH:21]=2)([CH3:15])[CH3:14])[CH:5]=[C:6]([O:8][C:9]([F:10])([F:12])[F:11])[CH:7]=1.